This data is from HIV replication inhibition screening data with 41,000+ compounds from the AIDS Antiviral Screen. The task is: Binary Classification. Given a drug SMILES string, predict its activity (active/inactive) in a high-throughput screening assay against a specified biological target. (1) The molecule is Cc1n[nH]c(C)c1N=O. The result is 0 (inactive). (2) The drug is Cc1ccc(S(=O)(=O)Nn2c(O)c(C#N)c(-c3ccc([N+](=O)[O-])cc3)c(C#N)c2=O)cc1. The result is 0 (inactive). (3) The drug is COc1ccc(C=C(C#N)c2cccnc2)cc1OC. The result is 0 (inactive). (4) The drug is CC(=O)NC(CCCCNC(=O)N(CCCl)N=O)C(=O)NCc1ccccc1. The result is 0 (inactive). (5) The compound is c1cc2c(s1)CCCC2=NN=C1CCCc2sccc21. The result is 0 (inactive). (6) The drug is CC(C)(C)SS(=O)C(C)(C)C. The result is 0 (inactive).